From a dataset of Forward reaction prediction with 1.9M reactions from USPTO patents (1976-2016). Predict the product of the given reaction. The product is: [Cl:12][C:13]1[C:14]2[C:21]([C:7]3[CH:8]=[CH:9][C:4]([NH2:3])=[CH:5][CH:6]=3)=[CH:20][N:19]([CH:23]3[CH2:27][CH2:26][CH2:25][CH2:24]3)[C:15]=2[N:16]=[CH:17][N:18]=1. Given the reactants B([O-])([O-])O[NH:3][C:4]1[CH:9]=[CH:8][CH:7]=[CH:6][CH:5]=1.[Cl:12][C:13]1[C:14]2[C:21](I)=[CH:20][N:19]([CH:23]3[CH2:27][CH2:26][CH2:25][CH2:24]3)[C:15]=2[N:16]=[CH:17][N:18]=1.C(=O)([O-])[O-].[Na+].[Na+], predict the reaction product.